From a dataset of Forward reaction prediction with 1.9M reactions from USPTO patents (1976-2016). Predict the product of the given reaction. (1) Given the reactants [CH3:1][O:2][C:3](=[O:17])[CH:4]=[CH:5][C:6]1[C:14]2[C:9](=[CH:10][CH:11]=[C:12]([O:15][CH3:16])[CH:13]=2)[NH:8][CH:7]=1, predict the reaction product. The product is: [CH3:1][O:2][C:3](=[O:17])[CH2:4][CH2:5][C:6]1[C:14]2[C:9](=[CH:10][CH:11]=[C:12]([O:15][CH3:16])[CH:13]=2)[NH:8][CH:7]=1. (2) Given the reactants [CH3:1][C:2]1[CH:3]=[CH:4][C:5]([N+:11]([O-])=O)=[C:6]([CH:10]=1)[C:7]([NH2:9])=[O:8], predict the reaction product. The product is: [NH2:11][C:5]1[CH:4]=[CH:3][C:2]([CH3:1])=[CH:10][C:6]=1[C:7]([NH2:9])=[O:8]. (3) Given the reactants [Cl:1][C:2]1[CH:3]=[C:4]2[C:12](=[O:13])[C:11]3[CH:14]=[C:15]([CH:18]4[CH2:20][O:19]4)[CH:16]=[CH:17][C:10]=3[CH:9]=[CH:8][C:5]2=[N:6][CH:7]=1.[N:21]1([C:27]([O:29][C:30]([CH3:33])([CH3:32])[CH3:31])=[O:28])[CH2:26][CH2:25][NH:24][CH2:23][CH2:22]1, predict the reaction product. The product is: [Cl:1][C:2]1[CH:3]=[C:4]2[C:12](=[O:13])[C:11]3[CH:14]=[C:15]([CH:18]([OH:19])[CH2:20][N:24]4[CH2:23][CH2:22][N:21]([C:27]([O:29][C:30]([CH3:33])([CH3:32])[CH3:31])=[O:28])[CH2:26][CH2:25]4)[CH:16]=[CH:17][C:10]=3[CH:9]=[CH:8][C:5]2=[N:6][CH:7]=1. (4) Given the reactants [CH2:1]([C:8]1[C:13](I)=[CH:12][CH:11]=[C:10]([N:15]2[CH2:19][C@@H:18]([O:20][CH3:21])[C@H:17]([OH:22])[CH2:16]2)[N:9]=1)[C:2]1[CH:7]=[CH:6][CH:5]=[CH:4][CH:3]=1.C(OC([N:30]1[CH2:35][CH2:34][CH2:33][C:32]([C:37]#[CH:38])([OH:36])[CH2:31]1)=O)(C)(C)C.C(N(CC)CC)C.[Cl-].N, predict the reaction product. The product is: [CH2:1]([C:8]1[C:13]([C:38]#[C:37][C:32]2([OH:36])[CH2:33][CH2:34][CH2:35][NH:30][CH2:31]2)=[CH:12][CH:11]=[C:10]([N:15]2[CH2:19][C@@H:18]([O:20][CH3:21])[C@H:17]([OH:22])[CH2:16]2)[N:9]=1)[C:2]1[CH:7]=[CH:6][CH:5]=[CH:4][CH:3]=1. (5) Given the reactants [CH3:1][O:2][CH2:3][CH2:4][C:5]1[C:9]([CH3:10])=[CH:8][N:7](S(N(C)C)(=O)=O)[N:6]=1.Cl.C([O-])(O)=O.[Na+], predict the reaction product. The product is: [CH3:1][O:2][CH2:3][CH2:4][C:5]1[C:9]([CH3:10])=[CH:8][NH:7][N:6]=1.